Dataset: Reaction yield outcomes from USPTO patents with 853,638 reactions. Task: Predict the reaction yield, written as a fraction of the theoretical maximum amount of product (1.0 means a 100% yield; for example, 0.34 means a 34% yield). (1) The reactants are [NH:1]1[CH2:6][CH2:5][CH2:4][CH2:3][CH:2]1[C:7]1[NH:8][C:9]2[C:14]([CH:15]=1)=[CH:13][C:12]([NH2:16])=[CH:11][CH:10]=2.[CH3:17][C:18]([O:21][C:22](O[C:22]([O:21][C:18]([CH3:20])([CH3:19])[CH3:17])=[O:23])=[O:23])([CH3:20])[CH3:19]. The catalyst is CCN(CC)CC.C1COCC1.O. The product is [NH2:16][C:12]1[CH:13]=[C:14]2[C:9](=[CH:10][CH:11]=1)[NH:8][C:7]([CH:2]1[CH2:3][CH2:4][CH2:5][CH2:6][N:1]1[C:22]([O:21][C:18]([CH3:20])([CH3:19])[CH3:17])=[O:23])=[CH:15]2. The yield is 0.0100. (2) The product is [C:2]1([C@H:24]([CH:22]2[CH2:23][N@@:21]2[C@H:19]([C:13]2[CH:18]=[CH:17][CH:16]=[CH:15][CH:14]=2)[CH3:20])[OH:25])[CH:7]=[CH:6][CH:5]=[CH:4][CH:3]=1. The yield is 0.860. The reactants are Br[C:2]1[CH:7]=[CH:6][CH:5]=[CH:4][CH:3]=1.[Li]C(C)(C)C.[C:13]1([C@@H:19]([N@:21]2[CH2:23][CH:22]2[CH:24]=[O:25])[CH3:20])[CH:18]=[CH:17][CH:16]=[CH:15][CH:14]=1.O. The catalyst is C1COCC1. (3) The reactants are [H-].[Na+].[NH2:3][C@@H:4]1[C:13]2[C:8](=[CH:9][CH:10]=[CH:11][CH:12]=2)[C@H:7]([OH:14])[CH2:6][CH2:5]1.[CH2:15]([N:18]([CH2:29][CH:30]=[CH2:31])[C:19]1[N:23]2[CH:24]=[C:25](F)[CH:26]=[CH:27][C:22]2=[N:21][N:20]=1)[CH:16]=[CH2:17]. The catalyst is CN(C=O)C. The product is [NH2:3][C@@H:4]1[C:13]2[C:8](=[CH:9][CH:10]=[CH:11][CH:12]=2)[C@H:7]([O:14][C:25]2[CH:26]=[CH:27][C:22]3[N:23]([C:19]([N:18](/[CH:29]=[CH:30]/[CH3:31])/[CH:15]=[CH:16]/[CH3:17])=[N:20][N:21]=3)[CH:24]=2)[CH2:6][CH2:5]1. The yield is 0.610. (4) The reactants are [CH3:1][O:2][C:3]1[CH:16]=[CH:15][CH:14]=[CH:13][C:4]=1[C:5]([CH2:7][C:8]([O:10]CC)=O)=O.[NH:17]([C:19]1[S:20][C:21]2[CH:27]=[CH:26][CH:25]=[CH:24][C:22]=2[N:23]=1)[NH2:18]. The catalyst is C(O)C.CC(O)=O. The product is [S:20]1[C:21]2[CH:27]=[CH:26][CH:25]=[CH:24][C:22]=2[N:23]=[C:19]1[N:17]1[C:8](=[O:10])[CH:7]=[C:5]([C:4]2[CH:13]=[CH:14][CH:15]=[CH:16][C:3]=2[O:2][CH3:1])[NH:18]1. The yield is 0.920.